From a dataset of Full USPTO retrosynthesis dataset with 1.9M reactions from patents (1976-2016). Predict the reactants needed to synthesize the given product. (1) Given the product [C:1]([C:4]1[CH:13]=[CH:12][C:7]2[N:8]([CH2:20][CH3:21])[C:9](=[O:11])[O:10][C:6]=2[CH:5]=1)(=[O:3])[CH3:2], predict the reactants needed to synthesize it. The reactants are: [C:1]([C:4]1[CH:13]=[CH:12][C:7]2[NH:8][C:9](=[O:11])[O:10][C:6]=2[CH:5]=1)(=[O:3])[CH3:2].C([O-])([O-])=O.[K+].[K+].[CH2:20](I)[CH3:21]. (2) Given the product [Br:35][C:31]1[CH:30]=[CH:29][CH:28]=[C:27]2[C:32]=1[CH2:33][CH2:34][N:25]1[C:22](=[O:24])[CH2:23][NH:6][C:37](=[O:39])[CH:36]=[C:26]12, predict the reactants needed to synthesize it. The reactants are: BrC1C=CC=C2C=1CC[NH:6]C2CC(OC)=O.S(=O)(=O)(O)O.[C:22]([N:25]1[CH2:34][CH2:33][C:32]2[C:27](=[CH:28][CH:29]=[CH:30][C:31]=2[Br:35])[CH:26]1[CH2:36][C:37]([O:39]C)=O)(=[O:24])[CH3:23].C([O-])(O)=O.[Na+].